Task: Predict the reactants needed to synthesize the given product.. Dataset: Full USPTO retrosynthesis dataset with 1.9M reactions from patents (1976-2016) (1) The reactants are: [C:1]([C:5]1[N:6]=[C:7]([N:22]2[CH2:27][CH2:26][O:25][CH2:24][CH2:23]2)[C:8]2[N:13]=[N:12][N:11]([CH2:14][C:15]3[CH:20]=[CH:19][CH:18]=[CH:17][C:16]=3[Cl:21])[C:9]=2[N:10]=1)([CH3:4])([CH3:3])[CH3:2].C(C1N=C(Cl)C2N=NN(CC3C=CC=CC=3Cl)C=2N=1)(C)(C)C.Cl.COC1CNC1. Given the product [C:1]([C:5]1[N:6]=[C:7]([N:22]2[CH2:27][CH:26]([O:25][CH3:24])[CH2:23]2)[C:8]2[N:13]=[N:12][N:11]([CH2:14][C:15]3[CH:20]=[CH:19][CH:18]=[CH:17][C:16]=3[Cl:21])[C:9]=2[N:10]=1)([CH3:2])([CH3:4])[CH3:3], predict the reactants needed to synthesize it. (2) Given the product [Br:17][CH2:18][C:19]([NH:1][C@@:2]([C:9]1[CH:14]=[C:13]([Br:15])[CH:12]=[CH:11][C:10]=1[F:16])([CH3:8])[C:3]([F:6])([F:7])[CH2:4][OH:5])=[O:20], predict the reactants needed to synthesize it. The reactants are: [NH2:1][C@@:2]([C:9]1[CH:14]=[C:13]([Br:15])[CH:12]=[CH:11][C:10]=1[F:16])([CH3:8])[C:3]([F:7])([F:6])[CH2:4][OH:5].[Br:17][CH2:18][C:19](Cl)=[O:20]. (3) Given the product [OH:1][CH2:2][C:3]([CH3:25])([CH3:24])[O:4][C:5]1[C:6]([CH2:16][CH2:17][C:18]2[CH:23]=[CH:22][CH:21]=[CH:20][CH:19]=2)=[C:7]2[C:12](=[CH:13][CH:14]=1)[C:11](=[O:15])[CH2:10][CH2:9][CH2:8]2, predict the reactants needed to synthesize it. The reactants are: [OH:1][CH2:2][C:3]([CH3:25])([CH3:24])[O:4][C:5]1[C:6]([CH2:16][CH2:17][C:18]2[CH:23]=[CH:22][CH:21]=[CH:20][CH:19]=2)=[C:7]2[C:12](=[CH:13][CH:14]=1)[CH:11]([OH:15])[CH2:10][CH2:9][CH2:8]2. (4) The reactants are: [F:1][C:2]1[CH:7]=[C:6]([OH:8])[C:5]([OH:9])=[C:4]([N+:10]([O-:12])=[O:11])[CH:3]=1.C(=O)([O-])[O-].[K+].[K+].Br[CH2:20][CH2:21]Br.O. Given the product [F:1][C:2]1[CH:3]=[C:4]([N+:10]([O-:12])=[O:11])[C:5]2[O:9][CH2:21][CH2:20][O:8][C:6]=2[CH:7]=1, predict the reactants needed to synthesize it. (5) Given the product [I:1][C:2]1[CH:7]=[C:6]([O:8][CH3:9])[C:5]([O:10][CH3:11])=[CH:4][C:3]=1[CH2:12][C:13]([N:23]1[CH:24]=[CH:25][C:26](=[O:28])[CH2:27][CH:22]1[C:16]1[CH:21]=[CH:20][CH:19]=[CH:18][CH:17]=1)=[O:15], predict the reactants needed to synthesize it. The reactants are: [I:1][C:2]1[CH:7]=[C:6]([O:8][CH3:9])[C:5]([O:10][CH3:11])=[CH:4][C:3]=1[CH2:12][C:13]([OH:15])=O.[C:16]1([CH:22]2[CH2:27][C:26](=[O:28])[CH:25]=[CH:24][NH:23]2)[CH:21]=[CH:20][CH:19]=[CH:18][CH:17]=1. (6) Given the product [C:2]([C@:5]12[C@@:12]3([CH3:30])[CH2:13][C@H:14]([OH:29])[C@@:15]4([F:28])[C@H:24]([C@@H:11]3[CH2:10][C@H:9]1[CH2:8][N:7]([CH2:36][C:35]1[O:38][C:32]([CH3:31])=[CH:33][CH:34]=1)[CH2:6]2)[CH2:23][C@H:22]([F:25])[C:21]1[C@:16]4([CH3:27])[CH:17]=[CH:18][C:19](=[O:26])[CH:20]=1)(=[O:4])[CH3:3], predict the reactants needed to synthesize it. The reactants are: Cl.[C:2]([C@:5]12[C@@:12]3([CH3:30])[CH2:13][C@H:14]([OH:29])[C@@:15]4([F:28])[C@H:24]([C@@H:11]3[CH2:10][C@H:9]1[CH2:8][NH:7][CH2:6]2)[CH2:23][C@H:22]([F:25])[C:21]1[C@:16]4([CH3:27])[CH:17]=[CH:18][C:19](=[O:26])[CH:20]=1)(=[O:4])[CH3:3].[CH3:31][C:32]1[O:38][C:35]([CH:36]=O)=[CH:34][CH:33]=1.C(O)=O. (7) Given the product [Br:14][CH2:9][C@@H:8]([CH2:7][CH2:6][CH3:11])[C:10]([OH:17])=[O:21], predict the reactants needed to synthesize it. The reactants are: N([O-])=O.[Na+].N[C@H:6]([C:11](O)=O)[CH2:7][CH:8]([CH3:10])[CH3:9].[Br-:14].[K+].S(=O)(=O)(O)[OH:17].[OH2:21].